From a dataset of Catalyst prediction with 721,799 reactions and 888 catalyst types from USPTO. Predict which catalyst facilitates the given reaction. Reactant: [O:1]1[CH2:4][CH:3]([CH:5]2[C:14]3[C:9](=[CH:10][CH:11]=[CH:12][CH:13]=3)[NH:8][C:7](=O)[CH2:6]2)[CH2:2]1.[H-].[Al+3].[Li+].[H-].[H-].[H-].[OH-].[Na+].[O-]S([O-])(=O)=O.[Mg+2]. Product: [O:1]1[CH2:4][CH:3]([CH:5]2[C:14]3[C:9](=[CH:10][CH:11]=[CH:12][CH:13]=3)[NH:8][CH2:7][CH2:6]2)[CH2:2]1. The catalyst class is: 20.